From a dataset of Reaction yield outcomes from USPTO patents with 853,638 reactions. Predict the reaction yield, written as a fraction of the theoretical maximum amount of product (1.0 means a 100% yield; for example, 0.34 means a 34% yield). (1) The reactants are Br[C:2]1[CH:7]=[CH:6][CH:5]=[CH:4][C:3]=1[S:8][CH2:9][CH2:10][C:11]([O:13][CH2:14][CH3:15])=[O:12].[F:16][C:17]1[CH:22]=[C:21](B2OC(C)(C)C(C)(C)O2)[CH:20]=[CH:19][C:18]=1[C:32]1[CH:33]=[N:34][C:35]([NH2:38])=[N:36][CH:37]=1.C(Cl)Cl.C([O-])([O-])=O.[Na+].[Na+]. The catalyst is C1C=CC(P(C2C=CC=CC=2)[C-]2C=CC=C2)=CC=1.C1C=CC(P(C2C=CC=CC=2)[C-]2C=CC=C2)=CC=1.Cl[Pd]Cl.[Fe+2].O1CCOCC1.O. The product is [NH2:38][C:35]1[N:36]=[CH:37][C:32]([C:18]2[C:17]([F:16])=[CH:22][C:21]([C:2]3[CH:7]=[CH:6][CH:5]=[CH:4][C:3]=3[S:8][CH2:9][CH2:10][C:11]([O:13][CH2:14][CH3:15])=[O:12])=[CH:20][CH:19]=2)=[CH:33][N:34]=1. The yield is 0.820. (2) The reactants are [C:1](Cl)(=[NH:5])[CH:2]([CH3:4])[CH3:3].[N-:7]=[C:8]=[S:9].[Na+].N1C=CC=C[CH:12]=1.Cl.[F:18][C:19]1[CH:20]=[C:21]([CH:25]=[CH:26][C:27]=1[O:28][CH:29]1[CH2:33][CH2:32][N:31]([CH:34]2[CH2:39][CH2:38][NH:37][CH2:36][CH2:35]2)[C:30]1=[O:40])[C:22]([OH:24])=[O:23]. The catalyst is CCOC(C)=O. The product is [F:18][C:19]1[CH:20]=[C:21]([CH:25]=[CH:26][C:27]=1[O:28][CH:29]1[CH2:33][CH2:32][N:31]([CH:34]2[CH2:39][CH2:38][N:37]([C:8]3[S:9][N:5]=[C:1]([CH:2]([CH3:4])[CH3:3])[N:7]=3)[CH2:36][CH2:35]2)[C:30]1=[O:40])[C:22]([O:24][CH3:12])=[O:23]. The yield is 0.850. (3) The reactants are Br[C:2]1[C:14]([NH2:15])=[C:13](Br)[C:5]2[O:6][C:7]3[CH:12]=[CH:11][CH:10]=[CH:9][C:8]=3[C:4]=2[CH:3]=1.[CH:17](=O)[C:18]1C=CC=C[CH:19]=1.[CH3:25][C:26]1(C)[C:30](C)(C)OB(C(C)=C)O1.P([O-])([O-])([O-])=O.[K+].[K+].[K+]. The catalyst is C1(C)C=CC=CC=1.O.C1C=CC(/C=C/C(/C=C/C2C=CC=CC=2)=O)=CC=1.C1C=CC(/C=C/C(/C=C/C2C=CC=CC=2)=O)=CC=1.C1C=CC(/C=C/C(/C=C/C2C=CC=CC=2)=O)=CC=1.[Pd].[Pd].C1(P(C2CCCCC2)C2C=CC=CC=2C2C(OC)=CC=CC=2OC)CCCCC1. The product is [C:18]([C:2]1[C:14]([NH2:15])=[C:13]([C:26]([CH3:30])=[CH2:25])[C:5]2[O:6][C:7]3[CH:12]=[CH:11][CH:10]=[CH:9][C:8]=3[C:4]=2[CH:3]=1)([CH3:19])=[CH2:17]. The yield is 0.590. (4) The reactants are [Cl:1][C:2]1[CH:3]=[C:4]([C:10]2([C:30]([F:33])([F:32])[F:31])[O:14][N:13]=[C:12]([C:15]3[S:19][C:18]([C:20]([NH:22][CH2:23][C:24]([OH:26])=O)=[O:21])=[C:17]4[CH2:27][CH2:28][CH2:29][C:16]=34)[CH2:11]2)[CH:5]=[C:6]([Cl:9])[C:7]=1[F:8].C(N(CC)C(C)C)(C)C.[F:43][CH2:44][CH2:45][NH2:46].CN(C(ON1N=NC2C=CC=NC1=2)=[N+](C)C)C.F[P-](F)(F)(F)(F)F. The catalyst is C(#N)C. The product is [F:43][CH2:44][CH2:45][NH:46][C:24]([CH2:23][NH:22][C:20]([C:18]1[S:19][C:15]([C:12]2[CH2:11][C:10]([C:4]3[CH:5]=[C:6]([Cl:9])[C:7]([F:8])=[C:2]([Cl:1])[CH:3]=3)([C:30]([F:31])([F:32])[F:33])[O:14][N:13]=2)=[C:16]2[CH2:29][CH2:28][CH2:27][C:17]=12)=[O:21])=[O:26]. The yield is 0.920. (5) The reactants are [C:1]1([C@H:7]2[CH2:11][O:10][C:9](=[O:12])[NH:8]2)[CH:6]=[CH:5][CH:4]=[CH:3][CH:2]=1.[Li]CCCC.[CH3:18][C:19]1[CH:20]=[C:21]2[C:25](=[CH:26][CH:27]=1)[NH:24][C:23]([CH2:28][CH2:29][C:30](O)=[O:31])=[CH:22]2.CC(C)(C)C(Cl)=O.C[N+]1(C)[C@H]2CC3C=CC(O)=C4O[C@H]5[C@@H](O)C=C[C@@H]2[C@]5(C=34)CC1. The catalyst is C1COCC1. The product is [CH3:18][C:19]1[CH:20]=[C:21]2[C:25](=[CH:26][CH:27]=1)[NH:24][C:23]([CH2:28][CH2:29][C:30]([N:8]1[C@@H:7]([C:1]3[CH:2]=[CH:3][CH:4]=[CH:5][CH:6]=3)[CH2:11][O:10][C:9]1=[O:12])=[O:31])=[CH:22]2. The yield is 0.870.